This data is from Forward reaction prediction with 1.9M reactions from USPTO patents (1976-2016). The task is: Predict the product of the given reaction. (1) Given the reactants [OH:1][C:2]1[C:10]2[O:9][C:8]([CH3:11])=[N:7][C:6]=2[CH:5]=[C:4]([C:12]([O:14][CH3:15])=[O:13])[CH:3]=1.[C:16](=O)([O-])[O-].[K+].[K+].CI, predict the reaction product. The product is: [CH3:16][O:1][C:2]1[C:10]2[O:9][C:8]([CH3:11])=[N:7][C:6]=2[CH:5]=[C:4]([C:12]([O:14][CH3:15])=[O:13])[CH:3]=1. (2) The product is: [C:1]([O:5][C:6](=[O:19])[CH2:7][O:8][C:9]1[CH:14]=[CH:13][C:12]([NH2:15])=[C:11]([F:18])[CH:10]=1)([CH3:4])([CH3:2])[CH3:3]. Given the reactants [C:1]([O:5][C:6](=[O:19])[CH2:7][O:8][C:9]1[CH:14]=[CH:13][C:12]([N+:15]([O-])=O)=[C:11]([F:18])[CH:10]=1)([CH3:4])([CH3:3])[CH3:2], predict the reaction product. (3) Given the reactants C(OC(=O)[NH:7][C:8]1[CH:13]=[N:12][C:11]([CH2:14][N:15]([CH2:17][CH2:18][O:19][CH3:20])[CH3:16])=[CH:10][N:9]=1)(C)(C)C.C(O)(C(F)(F)F)=O, predict the reaction product. The product is: [CH3:20][O:19][CH2:18][CH2:17][N:15]([CH2:14][C:11]1[N:12]=[CH:13][C:8]([NH2:7])=[N:9][CH:10]=1)[CH3:16]. (4) Given the reactants [C:1]([O:5][C:6]([N:8]1[CH2:16][C:15]2[C:10](=[CH:11][CH:12]=[C:13]([C:17]3[CH2:18][CH2:19][O:20][CH2:21][CH:22]=3)[CH:14]=2)[CH2:9]1)=[O:7])([CH3:4])([CH3:3])[CH3:2].C([O-])=O.[NH4+], predict the reaction product. The product is: [C:1]([O:5][C:6]([N:8]1[CH2:16][C:15]2[C:10](=[CH:11][CH:12]=[C:13]([CH:17]3[CH2:18][CH2:19][O:20][CH2:21][CH2:22]3)[CH:14]=2)[CH2:9]1)=[O:7])([CH3:4])([CH3:2])[CH3:3]. (5) Given the reactants [BH4-].[Li+].[Si:3]([O:10][C@@H:11]1[CH2:15][N:14]([C:16]([O:18][C:19]([CH3:22])([CH3:21])[CH3:20])=[O:17])[C@@H:13]([C:23](OC)=[O:24])[CH2:12]1)([C:6]([CH3:9])([CH3:8])[CH3:7])([CH3:5])[CH3:4].C(=O)([O-])O.[K+].O, predict the reaction product. The product is: [Si:3]([O:10][C@@H:11]1[CH2:15][N:14]([C:16]([O:18][C:19]([CH3:22])([CH3:21])[CH3:20])=[O:17])[C@@H:13]([CH2:23][OH:24])[CH2:12]1)([C:6]([CH3:9])([CH3:8])[CH3:7])([CH3:5])[CH3:4]. (6) The product is: [Cl:27][C:26]1[C:21]([N:7]([CH2:6][C:5]2[CH:32]=[CH:33][C:2]([C:40]3[CH:41]=[N:42][CH:43]=[CH:44][CH:45]=3)=[CH:3][CH:4]=2)[S:8]([C:11]2[CH:20]=[CH:19][C:14]([C:15]([OH:17])=[O:16])=[CH:13][CH:12]=2)(=[O:9])=[O:10])=[N:22][CH:23]=[C:24]([C:28]([F:30])([F:29])[F:31])[CH:25]=1. Given the reactants Br[C:2]1[CH:33]=[CH:32][C:5]([CH2:6][N:7]([C:21]2[C:26]([Cl:27])=[CH:25][C:24]([C:28]([F:31])([F:30])[F:29])=[CH:23][N:22]=2)[S:8]([C:11]2[CH:20]=[CH:19][C:14]([C:15]([O:17]C)=[O:16])=[CH:13][CH:12]=2)(=[O:10])=[O:9])=[CH:4][CH:3]=1.O1CCCOB1[C:40]1[CH:41]=[N:42][CH:43]=[CH:44][CH:45]=1, predict the reaction product. (7) Given the reactants [CH3:1][O:2][C:3]1[CH:4]=[C:5]([CH:11]2[CH2:16][NH:15][CH2:14][CH2:13][NH:12]2)[CH:6]=[C:7]([O:9][CH3:10])[CH:8]=1.Cl[C:18]1[C:27]2[C:22](=[CH:23][C:24]([O:30][CH3:31])=[C:25]([O:28][CH3:29])[CH:26]=2)[N:21]=[CH:20][N:19]=1, predict the reaction product. The product is: [CH3:1][O:2][C:3]1[CH:4]=[C:5]([CH:11]2[NH:12][CH2:13][CH2:14][N:15]([C:18]3[C:27]4[C:22](=[CH:23][C:24]([O:30][CH3:31])=[C:25]([O:28][CH3:29])[CH:26]=4)[N:21]=[CH:20][N:19]=3)[CH2:16]2)[CH:6]=[C:7]([O:9][CH3:10])[CH:8]=1. (8) Given the reactants COC1C=CC(C[NH:8][C:9]2[CH:14]=[C:13]([O:15][C:16]3[CH:21]=[CH:20][C:19]([NH2:22])=[C:18]([F:23])[CH:17]=3)[CH:12]=[CH:11][N:10]=2)=CC=1.[N+]([O-])([O-])=O.[Ce+4].[NH4+].[N+]([O-])([O-])=O.[N+]([O-])([O-])=O.[N+]([O-])([O-])=O.[N+]([O-])([O-])=O, predict the reaction product. The product is: [NH2:22][C:19]1[CH:20]=[CH:21][C:16]([O:15][C:13]2[CH:12]=[CH:11][N:10]=[C:9]([NH2:8])[CH:14]=2)=[CH:17][C:18]=1[F:23].